Dataset: Full USPTO retrosynthesis dataset with 1.9M reactions from patents (1976-2016). Task: Predict the reactants needed to synthesize the given product. (1) Given the product [C:1]([O:5][C:6](=[O:38])[NH:7][CH2:8][C:9]1[NH:11][C:12]2[CH:17]=[C:16]([C:18]3[C:26]4[C:21](=[CH:22][C:23]([F:27])=[CH:24][CH:25]=4)[N:20]([S:28]([C:31]4[CH:36]=[CH:35][CH:34]=[CH:33][CH:32]=4)(=[O:29])=[O:30])[CH:19]=3)[CH:15]=[CH:14][C:13]=2[N:37]=1)([CH3:2])([CH3:4])[CH3:3], predict the reactants needed to synthesize it. The reactants are: [C:1]([O:5][C:6](=[O:38])[NH:7][CH2:8][C:9]([NH:11][C:12]1[CH:17]=[C:16]([C:18]2[C:26]3[C:21](=[CH:22][C:23]([F:27])=[CH:24][CH:25]=3)[N:20]([S:28]([C:31]3[CH:36]=[CH:35][CH:34]=[CH:33][CH:32]=3)(=[O:30])=[O:29])[CH:19]=2)[CH:15]=[CH:14][C:13]=1[NH2:37])=O)([CH3:4])([CH3:3])[CH3:2].C([O-])([O-])=O.[Na+].[Na+]. (2) Given the product [CH2:1]([N:3]1[CH2:8][CH2:7][N:6]([C:9]2[CH:10]=[CH:11][C:12]([NH:15][C:16]3[N:21]=[CH:20][C:19]([CH2:22][CH2:23][C:24]4[CH:25]=[C:26]([CH:36]=[C:37]([O:39][CH3:40])[CH:38]=4)[C:27]([NH:29][O:30][CH2:31][CH2:32][OH:33])=[O:28])=[CH:18][N:17]=3)=[CH:13][CH:14]=2)[CH2:5][CH2:4]1)[CH3:2], predict the reactants needed to synthesize it. The reactants are: [CH2:1]([N:3]1[CH2:8][CH2:7][N:6]([C:9]2[CH:14]=[CH:13][C:12]([NH:15][C:16]3[N:21]=[CH:20][C:19]([CH2:22][CH2:23][C:24]4[CH:25]=[C:26]([CH:36]=[C:37]([O:39][CH3:40])[CH:38]=4)[C:27]([NH:29][O:30][CH2:31][CH2:32][O:33]C=C)=[O:28])=[CH:18][N:17]=3)=[CH:11][CH:10]=2)[CH2:5][CH2:4]1)[CH3:2].Cl. (3) Given the product [NH2:20][C:17]1[S:18][CH:19]=[C:15]([CH2:14][O:13]/[N:12]=[C:5](/[C:6]2[CH:7]=[CH:8][CH:9]=[CH:10][CH:11]=2)\[C:4]2[N:3]([CH2:1][CH3:2])[O:34][C:35](=[O:36])[N:32]=2)[N:16]=1, predict the reactants needed to synthesize it. The reactants are: [CH2:1]([N:3]([OH:34])/[C:4](=[N:32]\[H])/[C:5](=[N:12]\[O:13][CH2:14][C:15]1[N:16]=[C:17]([NH:20]C(=O)OCCC2C=CC=CC=2)[S:18][CH:19]=1)/[C:6]1[CH:11]=[CH:10][CH:9]=[CH:8][CH:7]=1)[CH3:2].[C:35](N1C=CN=C1)(N1C=CN=C1)=[O:36]. (4) Given the product [C:33]([O:32][C:31]([NH:30][CH2:29][CH2:28][CH2:27][O:17][C:13]1[CH:12]=[C:11]([C@@:4]([OH:18])([C:5]2[CH:6]=[CH:7][CH:8]=[CH:9][CH:10]=2)[C:3]([O:2][CH3:1])=[O:19])[CH:16]=[CH:15][CH:14]=1)=[O:37])([CH3:36])([CH3:35])[CH3:34], predict the reactants needed to synthesize it. The reactants are: [CH3:1][O:2][C:3](=[O:19])[C@@:4]([OH:18])([C:11]1[CH:16]=[CH:15][CH:14]=[C:13]([OH:17])[CH:12]=1)[C:5]1[CH:10]=[CH:9][CH:8]=[CH:7][CH:6]=1.C(=O)([O-])[O-].[K+].[K+].Br[CH2:27][CH2:28][CH2:29][NH:30][C:31](=[O:37])[O:32][C:33]([CH3:36])([CH3:35])[CH3:34]. (5) Given the product [ClH:21].[CH2:1]([O:3][C:4]1[CH:9]=[CH:8][C:7]([C@@H:10]([NH2:14])[CH2:11][O:12][CH3:13])=[CH:6][CH:5]=1)[CH3:2], predict the reactants needed to synthesize it. The reactants are: [CH2:1]([O:3][C:4]1[CH:9]=[CH:8][C:7]([C@@H:10]([NH:14][S@@](C(C)(C)C)=O)[CH2:11][O:12][CH3:13])=[CH:6][CH:5]=1)[CH3:2].[ClH:21].O1CCOCC1. (6) Given the product [CH3:14][C:11]1[N:10]=[CH:9][C:8]([C:20]2[CH:21]=[CH:22][C:17]([C:16]([F:27])([F:26])[F:15])=[CH:18][CH:19]=2)=[CH:13][N:12]=1, predict the reactants needed to synthesize it. The reactants are: C(=O)([O-])[O-].[Na+].[Na+].Br[C:8]1[CH:9]=[N:10][C:11]([CH3:14])=[N:12][CH:13]=1.[F:15][C:16]([F:27])([F:26])[C:17]1[CH:22]=[CH:21][C:20](B(O)O)=[CH:19][CH:18]=1.C(O)C.